Dataset: CYP2D6 inhibition data for predicting drug metabolism from PubChem BioAssay. Task: Regression/Classification. Given a drug SMILES string, predict its absorption, distribution, metabolism, or excretion properties. Task type varies by dataset: regression for continuous measurements (e.g., permeability, clearance, half-life) or binary classification for categorical outcomes (e.g., BBB penetration, CYP inhibition). Dataset: cyp2d6_veith. (1) The drug is Cc1cc(OCCn2cc(/C(N)=N/O)c3ccccc32)ccc1Cl. The result is 1 (inhibitor). (2) The result is 0 (non-inhibitor). The drug is C=C(CC1([C@@H](NP(=O)(c2ccccc2)c2ccccc2)[C@H]2C[C@@H]2CCCC)CC1)c1ccccc1. (3) The compound is CN(C)S(=O)(=O)c1ccc(C(=O)Nc2ccc(CN3CCCC3)cc2)cc1. The result is 1 (inhibitor). (4) The result is 0 (non-inhibitor). The drug is CC(=O)O[C@H]1C[C@H]2CC[C@H]3[C@H](CC[C@@]4(C)[C@H](OC(C)=O)[C@H]([N+]5(C)CCCCC5)C[C@H]34)[C@@]2(C)C[C@@H]1[N+]1(C)CCCCC1. (5) The molecule is Cn1cccc1C(=O)N1CCC2(CCCN(Cc3ccncc3)C2)CC1. The result is 1 (inhibitor). (6) The molecule is Cc1ccc(S(=O)(=O)NC(=O)Nc2ncn[nH]2)cc1. The result is 0 (non-inhibitor).